This data is from Full USPTO retrosynthesis dataset with 1.9M reactions from patents (1976-2016). The task is: Predict the reactants needed to synthesize the given product. Given the product [CH:14]([O:13][C:5]1[CH:4]=[CH:3][C:2]([NH:1][C:38]([NH:54][C:55]2[CH:56]=[CH:57][C:58]([O:66][CH3:67])=[C:59]([NH:61][S:62]([CH3:65])(=[O:64])=[O:63])[CH:60]=2)=[O:39])=[CH:7][C:6]=1[C:8](=[O:12])[CH:9]([CH3:10])[CH3:11])([C:15]1[CH:16]=[CH:17][CH:18]=[CH:19][CH:20]=1)[C:21]1[CH:22]=[CH:23][CH:24]=[CH:25][CH:26]=1, predict the reactants needed to synthesize it. The reactants are: [NH2:1][C:2]1[CH:3]=[CH:4][C:5]([O:13][CH:14]([C:21]2[CH:26]=[CH:25][CH:24]=[CH:23][CH:22]=2)[C:15]2[CH:20]=[CH:19][CH:18]=[CH:17][CH:16]=2)=[C:6]([C:8](=[O:12])[CH:9]([CH3:11])[CH3:10])[CH:7]=1.C(N(C(C)C)CC)(C)C.C1C(=O)N(OC(ON2C(=O)CCC2=O)=O)[C:38](=[O:39])C1.[NH2:54][C:55]1[CH:56]=[CH:57][C:58]([O:66][CH3:67])=[C:59]([NH:61][S:62]([CH3:65])(=[O:64])=[O:63])[CH:60]=1.